Dataset: Ames mutagenicity test results for genotoxicity prediction. Task: Regression/Classification. Given a drug SMILES string, predict its toxicity properties. Task type varies by dataset: regression for continuous values (e.g., LD50, hERG inhibition percentage) or binary classification for toxic/non-toxic outcomes (e.g., AMES mutagenicity, cardiotoxicity, hepatotoxicity). Dataset: ames. (1) The drug is O=C1c2ccccc2-c2cccc3cccc1c23. The result is 1 (mutagenic). (2) The molecule is O=[N+]([O-])c1cc2ccc3cc([N+](=O)[O-])cc4ccc(c1)c2c34. The result is 1 (mutagenic). (3) The molecule is CC(CCN(C)C)N(C)C. The result is 0 (non-mutagenic). (4) The result is 0 (non-mutagenic). The drug is CCC(C)c1ccccc1O. (5) The molecule is O=C1C=CC(=O)C(Cl)=C1. The result is 0 (non-mutagenic). (6) The molecule is CNC(=O)CC(N)C(=O)NC(C(=O)NC1C(=O)N2C1SC(C)(C)C2C(=O)O)c1ccc(O)cc1. The result is 0 (non-mutagenic). (7) The compound is CC(C)CCCC(C)C1CCC2C3CC=C4CC(OCCOCCO)CCC4(C)C3CCC12C. The result is 0 (non-mutagenic). (8) The drug is COc1cc(N)ccc1NC(C)=O. The result is 1 (mutagenic).